Dataset: Full USPTO retrosynthesis dataset with 1.9M reactions from patents (1976-2016). Task: Predict the reactants needed to synthesize the given product. (1) Given the product [Cl:1][C:2]1[CH:3]=[CH:4][C:5]([C:8]2[S:12][C:11]3[C:13](=[O:15])[N:19]([CH2:21][CH2:38][C:35]4[CH:34]=[CH:33][C:32]([CH:30]([N:24]5[CH2:29][CH2:28][CH2:27][CH2:26][CH2:25]5)[CH3:31])=[CH:37][CH:36]=4)[CH:18]=[N:17][C:10]=3[CH:9]=2)=[CH:6][CH:7]=1, predict the reactants needed to synthesize it. The reactants are: [Cl:1][C:2]1[CH:7]=[CH:6][C:5]([C:8]2[S:12][C:11]([C:13]([O:15]C)=O)=[C:10]([N:17]=[CH:18][N:19]([CH3:21])C)[CH:9]=2)=[CH:4][CH:3]=1.Cl.Cl.[N:24]1([CH:30]([C:32]2[CH:37]=[CH:36][C:35]([CH2:38]CN)=[CH:34][CH:33]=2)[CH3:31])[CH2:29][CH2:28][CH2:27][CH2:26][CH2:25]1.C(N(CC)C(C)C)(C)C.C(O)C. (2) Given the product [NH:12]([C:13]([C:14]1[CH:19]=[CH:18][C:17]([B:24]([OH:29])[OH:25])=[CH:16][C:15]=1[O:21][CH3:22])=[O:23])[C:6]1[CH:11]=[CH:10][CH:9]=[CH:8][CH:7]=1, predict the reactants needed to synthesize it. The reactants are: C([Li])CCC.[C:6]1([NH:12][C:13](=[O:23])[C:14]2[CH:19]=[CH:18][C:17](Br)=[CH:16][C:15]=2[O:21][CH3:22])[CH:11]=[CH:10][CH:9]=[CH:8][CH:7]=1.[B:24](OC(C)C)([O:29]C(C)C)[O:25]C(C)C.Cl. (3) The reactants are: [N:1]1[CH:6]=[CH:5][CH:4]=[CH:3][C:2]=1[C:7]([OH:9])=O.CN(C(ON1N=NC2C=CC=NC1=2)=[N+](C)C)C.F[P-](F)(F)(F)(F)F.CCN(C(C)C)C(C)C.[SH:43][CH2:44][C:45]([C:47]1[CH:52]=[CH:51][C:50]([NH:53][S:54]([C:57]2[CH:62]=[CH:61][C:60]([O:63][C:64]([F:67])([F:66])[F:65])=[CH:59][CH:58]=2)(=[O:56])=[O:55])=[CH:49][CH:48]=1)=[O:46]. Given the product [O:46]=[C:45]([C:47]1[CH:52]=[CH:51][C:50]([NH:53][S:54]([C:57]2[CH:62]=[CH:61][C:60]([O:63][C:64]([F:67])([F:65])[F:66])=[CH:59][CH:58]=2)(=[O:56])=[O:55])=[CH:49][CH:48]=1)[CH2:44][S:43][C:7]([C:2]1[CH:3]=[CH:4][CH:5]=[CH:6][N:1]=1)=[O:9], predict the reactants needed to synthesize it.